From a dataset of Catalyst prediction with 721,799 reactions and 888 catalyst types from USPTO. Predict which catalyst facilitates the given reaction. (1) Reactant: Cl.[CH3:2][C:3]1[CH:8]=[CH:7][C:6]([S:9]([O:12][C:13]2[CH:14]=[C:15]3[C:20](=[CH:21][CH:22]=2)[NH:19][C:18]([CH3:24])([CH3:23])[CH:17]=[C:16]3[CH3:25])(=[O:11])=[O:10])=[CH:5][CH:4]=1. Product: [CH3:2][C:3]1[CH:4]=[CH:5][C:6]([S:9]([O:12][C:13]2[CH:14]=[C:15]3[C:20](=[CH:21][CH:22]=2)[NH:19][C:18]([CH3:24])([CH3:23])[CH2:17][CH:16]3[CH3:25])(=[O:11])=[O:10])=[CH:7][CH:8]=1. The catalyst class is: 352. (2) Reactant: [CH2:1]([N:8]1[CH2:12][CH2:11][C:10](=[C:13]2[CH2:16][CH2:15][CH2:14]2)[C:9]1=[O:17])[C:2]1[CH:7]=[CH:6][CH:5]=[CH:4][CH:3]=1. Product: [CH2:1]([N:8]1[CH2:12][CH2:11][CH:10]([CH:13]2[CH2:16][CH2:15][CH2:14]2)[C:9]1=[O:17])[C:2]1[CH:7]=[CH:6][CH:5]=[CH:4][CH:3]=1. The catalyst class is: 29.